From a dataset of Reaction yield outcomes from USPTO patents with 853,638 reactions. Predict the reaction yield, written as a fraction of the theoretical maximum amount of product (1.0 means a 100% yield; for example, 0.34 means a 34% yield). (1) The reactants are [N+:1]([C:4]1[CH:9]=[C:8]([Cl:10])[CH:7]=[C:6]([CH2:11][CH:12]=[CH2:13])[C:5]=1[OH:14])([O-:3])=[O:2].CI.[C:17](=O)([O-])[O-].[K+].[K+]. The catalyst is CC(C)=O. The product is [N+:1]([C:4]1[CH:9]=[C:8]([Cl:10])[CH:7]=[C:6]([CH2:11][CH:12]=[CH2:13])[C:5]=1[O:14][CH3:17])([O-:3])=[O:2]. The yield is 0.960. (2) The reactants are [Br:1][C:2]1[CH:7]=[CH:6][C:5]([C@@H:8]2[O:13][CH2:12][CH2:11][NH:10][CH2:9]2)=[CH:4][CH:3]=1.C(N(CC)C(C)C)(C)C.[C:23](O[C:23]([O:25][C:26]([CH3:29])([CH3:28])[CH3:27])=[O:24])([O:25][C:26]([CH3:29])([CH3:28])[CH3:27])=[O:24]. The catalyst is C1COCC1. The product is [Br:1][C:2]1[CH:3]=[CH:4][C:5]([C@@H:8]2[O:13][CH2:12][CH2:11][N:10]([C:23]([O:25][C:26]([CH3:29])([CH3:28])[CH3:27])=[O:24])[CH2:9]2)=[CH:6][CH:7]=1. The yield is 0.920. (3) The reactants are [Cl:1][C:2]1[CH:7]=[CH:6][C:5]([N+:8]([O-:10])=[O:9])=[C:4]([CH2:11]Cl)[CH:3]=1.Cl.[CH2:14]([O:16][C:17](=[O:20])[CH2:18][NH2:19])[CH3:15].C(N(CC)CC)C. The catalyst is C(O)C. The product is [CH2:14]([O:16][C:17](=[O:20])[CH2:18][NH:19][CH2:11][C:4]1[CH:3]=[C:2]([Cl:1])[CH:7]=[CH:6][C:5]=1[N+:8]([O-:10])=[O:9])[CH3:15]. The yield is 0.990.